Task: Predict which catalyst facilitates the given reaction.. Dataset: Catalyst prediction with 721,799 reactions and 888 catalyst types from USPTO (1) Reactant: [CH3:1][C:2]([OH:13])([CH3:12])[CH2:3][N:4]1[CH:8]=[C:7]([N+:9]([O-])=O)[CH:6]=[N:5]1. Product: [NH2:9][C:7]1[CH:6]=[N:5][N:4]([CH2:3][C:2]([CH3:12])([OH:13])[CH3:1])[CH:8]=1. The catalyst class is: 19. (2) Reactant: ClCCl.CS(C)=O.C(Cl)(=O)C(Cl)=O.[C:14]([O:18][C:19]([N:21]1[CH2:26][CH2:25][CH:24]([CH2:27][OH:28])[CH2:23][CH2:22]1)=[O:20])([CH3:17])([CH3:16])[CH3:15]. Product: [C:14]([O:18][C:19]([N:21]1[CH2:26][CH2:25][CH:24]([CH:27]=[O:28])[CH2:23][CH2:22]1)=[O:20])([CH3:17])([CH3:16])[CH3:15]. The catalyst class is: 66. (3) Reactant: [O:1]1[CH:5]=[CH:4][CH:3]=[C:2]1[C:6]([OH:11])([CH2:9][CH3:10])[CH2:7][CH3:8].C1COCC1.N[C@H]([C:21]([OH:23])=[O:22])C[SeH].[Li]CCCC.Cl. Product: [C:21]([C:5]1[O:1][C:2]([C:6]([OH:11])([CH2:9][CH3:10])[CH2:7][CH3:8])=[CH:3][CH:4]=1)([OH:23])=[O:22]. The catalyst class is: 69. (4) Reactant: [NH2:1][C:2]1[C:3]([Br:8])=[N:4][CH:5]=[CH:6][CH:7]=1.CN(C=O)C.[H-].[Na+].Br[CH2:17][CH2:18][CH2:19][CH:20]=[CH2:21]. Product: [Br:8][C:3]1[C:2]([NH:1][CH2:21][CH2:20][CH2:19][CH:18]=[CH2:17])=[CH:7][CH:6]=[CH:5][N:4]=1. The catalyst class is: 6. (5) Product: [Cl:1][C:2]1[CH:7]=[CH:6][C:5]([C:8]2[CH:9]=[C:10]([C:11]([F:14])([F:13])[F:12])[N:41]=[C:40]([NH:39][C:29]3[CH:30]=[CH:31][C:32]([N:33]4[CH:37]=[C:36]([CH3:38])[N:35]=[CH:34]4)=[C:27]([O:26][CH3:25])[CH:28]=3)[N:42]=2)=[CH:4][CH:3]=1. The catalyst class is: 162. Reactant: [Cl:1][C:2]1[CH:7]=[CH:6][C:5]([C:8](=O)[CH2:9][C:10](=O)[C:11]([F:14])([F:13])[F:12])=[CH:4][CH:3]=1.[N+]([O-])(O)=O.[N+]([O-])(O)=O.[CH3:25][O:26][C:27]1[CH:28]=[C:29]([NH:39][C:40]([NH2:42])=[NH:41])[CH:30]=[CH:31][C:32]=1[N:33]1[CH:37]=[C:36]([CH3:38])[N:35]=[CH:34]1.C(N(CC)CC)C.